This data is from Full USPTO retrosynthesis dataset with 1.9M reactions from patents (1976-2016). The task is: Predict the reactants needed to synthesize the given product. (1) Given the product [O:9]=[C:7]1[N:6]([CH2:10][C:11]2[CH:16]=[CH:15][CH:14]=[C:13]([C:17]([F:20])([F:19])[F:18])[CH:12]=2)[C:5]2[C:21]([C:23]([F:26])([F:25])[F:24])=[CH:22][C:2]([C:28]#[N:29])=[CH:3][C:4]=2[NH:8]1, predict the reactants needed to synthesize it. The reactants are: Br[C:2]1[CH:22]=[C:21]([C:23]([F:26])([F:25])[F:24])[C:5]2[N:6]([CH2:10][C:11]3[CH:16]=[CH:15][CH:14]=[C:13]([C:17]([F:20])([F:19])[F:18])[CH:12]=3)[C:7](=[O:9])[NH:8][C:4]=2[CH:3]=1.[Cu][C:28]#[N:29].C(=O)(O)[O-].[Na+]. (2) The reactants are: Cl[C:2]1[CH:7]=[CH:6][N:5]=[C:4]([CH2:8][OH:9])[CH:3]=1.[CH3:10][NH:11][CH3:12]. Given the product [CH3:10][N:11]([CH3:12])[C:2]1[CH:7]=[CH:6][N:5]=[C:4]([CH2:8][OH:9])[CH:3]=1, predict the reactants needed to synthesize it. (3) The reactants are: Br.[CH3:2][O:3][C:4]1[CH:5]=[C:6]2[C:15](=[CH:16][CH:17]=1)[C:10]1[N:11]=[C:12]([NH2:14])[S:13][C:9]=1[CH2:8][CH2:7]2.[C:18]1([C:24]2[CH:29]=[CH:28][C:27]([S:30](Cl)(=[O:32])=[O:31])=[CH:26][CH:25]=2)[CH:23]=[CH:22][CH:21]=[CH:20][CH:19]=1. Given the product [CH3:2][O:3][C:4]1[CH:5]=[C:6]2[C:15](=[CH:16][CH:17]=1)[C:10]1[N:11]=[C:12]([NH:14][S:30]([C:27]3[CH:26]=[CH:25][C:24]([C:18]4[CH:23]=[CH:22][CH:21]=[CH:20][CH:19]=4)=[CH:29][CH:28]=3)(=[O:32])=[O:31])[S:13][C:9]=1[CH2:8][CH2:7]2, predict the reactants needed to synthesize it.